Dataset: NCI-60 drug combinations with 297,098 pairs across 59 cell lines. Task: Regression. Given two drug SMILES strings and cell line genomic features, predict the synergy score measuring deviation from expected non-interaction effect. Drug 1: CNC(=O)C1=CC=CC=C1SC2=CC3=C(C=C2)C(=NN3)C=CC4=CC=CC=N4. Drug 2: CN(C)N=NC1=C(NC=N1)C(=O)N. Cell line: SK-MEL-28. Synergy scores: CSS=-6.03, Synergy_ZIP=1.98, Synergy_Bliss=-4.48, Synergy_Loewe=-7.96, Synergy_HSA=-7.95.